From a dataset of Peptide-MHC class II binding affinity with 134,281 pairs from IEDB. Regression. Given a peptide amino acid sequence and an MHC pseudo amino acid sequence, predict their binding affinity value. This is MHC class II binding data. The peptide sequence is MLIRQGLTNPKAFKS. The MHC is DRB1_0101 with pseudo-sequence DRB1_0101. The binding affinity (normalized) is 0.422.